Dataset: Full USPTO retrosynthesis dataset with 1.9M reactions from patents (1976-2016). Task: Predict the reactants needed to synthesize the given product. (1) Given the product [Br:1][C:2]1[CH:8]=[CH:7][C:5]([NH:6][C:21](=[O:22])[C@@H:20]2[CH2:24][CH2:25][CH2:26][N:19]2[C:17](=[O:18])[CH2:16][C:10]2[CH:15]=[CH:14][CH:13]=[CH:12][CH:11]=2)=[C:4]([F:9])[CH:3]=1, predict the reactants needed to synthesize it. The reactants are: [Br:1][C:2]1[CH:8]=[CH:7][C:5]([NH2:6])=[C:4]([F:9])[CH:3]=1.[C:10]1([CH2:16][C:17]([N:19]2[CH2:26][CH2:25][CH2:24][C@H:20]2[C:21](O)=[O:22])=[O:18])[CH:15]=[CH:14][CH:13]=[CH:12][CH:11]=1.CCOC1N(C(OCC)=O)C2C(=CC=CC=2)C=C1. (2) Given the product [Cl:1][C:2]1[CH:14]=[C:13]([Cl:15])[C:12]([O:16][C:17]2[N:21]([CH3:22])[N:20]=[C:19]([CH3:23])[C:18]=2[C:24]#[N:25])=[CH:11][C:3]=1[O:4][C@@H:5]([CH3:10])[C:6]([O:8][CH3:9])=[O:7], predict the reactants needed to synthesize it. The reactants are: [Cl:1][C:2]1[CH:14]=[C:13]([Cl:15])[C:12]([O:16][C:17]2[N:21]([CH3:22])[N:20]=[C:19]([CH3:23])[C:18]=2/[CH:24]=[N:25]/O)=[CH:11][C:3]=1[O:4][C@@H:5]([CH3:10])[C:6]([O:8][CH3:9])=[O:7].C(N(CC)CC)C.ClC(Cl)(Cl)C(Cl)=O.O. (3) Given the product [CH2:26]([O:28][C:42]([N:44]1[CH2:48][C@H:47]([OH:49])[CH2:46][C@:45]1([CH2:50][OH:51])[C:1]([OH:3])=[O:4])=[O:41])[C:20]1[CH:19]=[CH:18][CH:17]=[CH:22][CH:21]=1, predict the reactants needed to synthesize it. The reactants are: [C:1](=[O:4])([O-:3])N.[C:26]([C:20]1[C:21]([N+]([O-])=O)=[CH:22][C:17](OC(O[C:17]2[CH:22]=[C:21]([N+]([O-])=O)[C:20]([C:26]([OH:28])=O)=[CH:19][C:18]=2OC)(C)C)=[C:18](OC)[CH:19]=1)([OH:28])=O.C([O:41][C:42]([N:44]1[CH2:48][C@H:47]([OH:49])[CH2:46][C@H:45]1[CH2:50][O:51][Si](C(C)(C)C)(C)C)=O)C=C.[Si](OC[C@@H]1CC(=C)CN1)(C(C)(C)C)(C)C.C(OC(N1CC(=C)C[C@H]1CO[Si](C(C)(C)C)(C)C)=O)C=C.O[C@H]1[C@@H]2CC(=C)CN2C(=O)C2C=C(I)C=CC=2N1NC(OCC(Cl)(Cl)Cl)=O. (4) Given the product [CH2:28]([NH:30][CH2:1][C:3]1[CH:4]=[CH:5][C:6]([CH2:9][N:10]2[CH2:15][CH2:14][N:13]([C:16]3[C:21]([C:22]([O:24][CH:25]([CH3:26])[CH3:27])=[O:23])=[CH:20][CH:19]=[CH:18][N:17]=3)[CH2:12][CH2:11]2)=[CH:7][CH:8]=1)[CH3:29], predict the reactants needed to synthesize it. The reactants are: [CH:1]([C:3]1[CH:8]=[CH:7][C:6]([CH2:9][N:10]2[CH2:15][CH2:14][N:13]([C:16]3[C:21]([C:22]([O:24][CH:25]([CH3:27])[CH3:26])=[O:23])=[CH:20][CH:19]=[CH:18][N:17]=3)[CH2:12][CH2:11]2)=[CH:5][CH:4]=1)=O.[CH2:28]([NH2:30])[CH3:29].C1COCC1.C(O)(=O)C.C([BH3-])#N.[Na+]. (5) Given the product [C:18]([O:17][C@@H:10]([C:4]1[C:5]([CH3:9])=[N:6][C:7]([CH3:8])=[C:2]([C:47]2[CH:46]=[CH:45][C:44]([O:43][CH2:42][CH2:41][C:40]3[CH:39]=[CH:38][C:37]([F:36])=[CH:62][CH:61]=3)=[CH:49][CH:48]=2)[C:3]=1[N:22]1[CH2:27][CH2:26][CH:25]([C:28]2[O:32][N:31]=[C:30]([CH:33]([CH3:35])[CH3:34])[N:29]=2)[CH2:24][CH2:23]1)[C:11]([O:13][CH:14]([CH3:16])[CH3:15])=[O:12])([CH3:20])([CH3:21])[CH3:19], predict the reactants needed to synthesize it. The reactants are: Br[C:2]1[C:3]([N:22]2[CH2:27][CH2:26][CH:25]([C:28]3[O:32][N:31]=[C:30]([CH:33]([CH3:35])[CH3:34])[N:29]=3)[CH2:24][CH2:23]2)=[C:4]([C@H:10]([O:17][C:18]([CH3:21])([CH3:20])[CH3:19])[C:11]([O:13][CH:14]([CH3:16])[CH3:15])=[O:12])[C:5]([CH3:9])=[N:6][C:7]=1[CH3:8].[F:36][C:37]1[CH:62]=[CH:61][C:40]([CH2:41][CH2:42][O:43][C:44]2[CH:49]=[CH:48][C:47](B3OC(=O)CN(C)CC(=O)O3)=[CH:46][CH:45]=2)=[CH:39][CH:38]=1.C1(P(C2CCCCC2)C2C=CC=CC=2C2C(OC)=CC=CC=2OC)CCCCC1.[O-]P([O-])([O-])=O.[K+].[K+].[K+]. (6) Given the product [C:11]([C:12]1[C:13]([NH2:19])=[N:14][C:15]([NH2:18])=[CH:16][CH:17]=1)#[CH:10], predict the reactants needed to synthesize it. The reactants are: C1COCC1.C[Si]([C:10]#[C:11][C:12]1[C:13]([NH2:19])=[N:14][C:15]([NH2:18])=[CH:16][CH:17]=1)(C)C.[F-].C([N+](CCCC)(CCCC)CCCC)CCC.